From a dataset of Catalyst prediction with 721,799 reactions and 888 catalyst types from USPTO. Predict which catalyst facilitates the given reaction. (1) Product: [O:25]([CH2:2][C:3]([N:5]1[CH2:10][CH2:9][N:8]([C:11]2[N:18]=[CH:17][CH:16]=[CH:15][C:12]=2[C:13]#[N:14])[CH2:7][CH2:6]1)=[O:4])[C:19]1[CH:24]=[CH:23][CH:22]=[CH:21][CH:20]=1. Reactant: Br[CH2:2][C:3]([N:5]1[CH2:10][CH2:9][N:8]([C:11]2[N:18]=[CH:17][CH:16]=[CH:15][C:12]=2[C:13]#[N:14])[CH2:7][CH2:6]1)=[O:4].[C:19]1([OH:25])[CH:24]=[CH:23][CH:22]=[CH:21][CH:20]=1.C(=O)([O-])[O-].[Cs+].[Cs+].CN(C)C=O. The catalyst class is: 6. (2) Reactant: [CH3:1][C:2]([C:5]1[NH:9][C:8]2[CH2:10][CH2:11][CH2:12][C:13](=[O:14])[C:7]=2[N:6]=1)([CH3:4])[CH3:3].Br[CH2:16][C:17]1[CH:22]=[CH:21][C:20]([Cl:23])=[CH:19][CH:18]=1.[OH-].[Na+]. Product: [Cl:23][C:20]1[CH:21]=[CH:22][C:17]([CH2:16][N:6]2[C:7]3[C:13](=[O:14])[CH2:12][CH2:11][CH2:10][C:8]=3[N:9]=[C:5]2[C:2]([CH3:1])([CH3:3])[CH3:4])=[CH:18][CH:19]=1. The catalyst class is: 596.